Dataset: Full USPTO retrosynthesis dataset with 1.9M reactions from patents (1976-2016). Task: Predict the reactants needed to synthesize the given product. (1) Given the product [C:2]([C:6]1[CH:7]=[CH:8][C:9]([N:12]2[C@@H:16]([C:17]3[CH:18]=[CH:19][C:20]4[N:24]=[C:23]([C@@H:25]5[CH2:29][CH2:28][CH2:27][N:26]5[C:30](=[O:40])[C@@H:31]([NH:35][C:36]([O:38][CH3:39])=[O:37])[CH:32]([CH3:34])[CH3:33])[NH:22][C:21]=4[CH:41]=3)[CH2:15][CH2:14][C@@H:13]2[C:42]2[CH:47]=[CH:46][C:45]([C:48]3[NH:52][C:51]([C@@H:53]4[CH2:57][CH2:56][CH2:55][N:54]4[C:64](=[O:65])[C@@H:63]([NH:62][C:60](=[O:61])[O:59][CH3:58])[CH:67]([CH3:69])[CH3:68])=[N:50][CH:49]=3)=[CH:44][CH:43]=2)=[CH:10][CH:11]=1)([CH3:4])([CH3:5])[CH3:3], predict the reactants needed to synthesize it. The reactants are: [Cl-].[C:2]([C:6]1[CH:11]=[CH:10][C:9]([N:12]2[CH:16]([C:17]3[CH:18]=[CH:19][C:20]4[N:24]=[C:23]([C@@H:25]5[CH2:29][CH2:28][CH2:27][N:26]5[C:30](=[O:40])[C@@H:31]([NH:35][C:36]([O:38][CH3:39])=[O:37])[CH:32]([CH3:34])[CH3:33])[NH:22][C:21]=4[CH:41]=3)[CH2:15][CH2:14][CH:13]2[C:42]2[CH:47]=[CH:46][C:45]([C:48]3[NH:52][C:51]([C@@H:53]4[CH2:57][CH2:56][CH2:55][NH2+:54]4)=[N:50][CH:49]=3)=[CH:44][CH:43]=2)=[CH:8][CH:7]=1)([CH3:5])([CH3:4])[CH3:3].[CH3:58][O:59][C:60]([NH:62][C@@H:63]([CH:67]([CH3:69])[CH3:68])[C:64](O)=[O:65])=[O:61].C1C=CC2N(O)N=NC=2C=1.CCN=C=NCCCN(C)C.CN1CCOCC1. (2) Given the product [CH2:22]([N:24]([CH2:37][CH3:38])[C:25](=[O:36])[C:26]1[CH:31]=[CH:30][C:29]([F:32])=[C:28]([F:33])[C:27]=1[CH2:34][N:39]1[CH:43]=[CH:42][N:41]=[CH:40]1)[CH3:23], predict the reactants needed to synthesize it. The reactants are: C1(P(C2C=CC=CC=2)C2C=CC=CC=2)C=CC=CC=1.BrBr.[CH2:22]([N:24]([CH2:37][CH3:38])[C:25](=[O:36])[C:26]1[CH:31]=[CH:30][C:29]([F:32])=[C:28]([F:33])[C:27]=1[CH2:34]O)[CH3:23].[NH:39]1[CH:43]=[CH:42][N:41]=[CH:40]1. (3) Given the product [SH:45][CH2:44][CH2:43][CH2:42][S:41][CH2:40][CH2:39][CH2:38][S:37][CH2:36][CH2:35][O:34][CH2:33][CH2:32][O:31][CH2:30][CH2:29][S:28][CH2:27][CH2:26][CH2:25][S:24][CH2:23][CH2:22][CH2:21][SH:20], predict the reactants needed to synthesize it. The reactants are: C([S:20][CH2:21][CH2:22][CH2:23][S:24][CH2:25][CH2:26][CH2:27][S:28][CH2:29][CH2:30][O:31][CH2:32][CH2:33][O:34][CH2:35][CH2:36][S:37][CH2:38][CH2:39][CH2:40][S:41][CH2:42][CH2:43][CH2:44][S:45]C(C1C=CC=CC=1)(C1C=CC=CC=1)C1C=CC=CC=1)(C1C=CC=CC=1)(C1C=CC=CC=1)C1C=CC=CC=1. (4) Given the product [CH:1]1([C@H:5]([NH:7][C:8]2[N:16]=[C:15]([CH:17]([OH:19])[CH3:18])[N:14]=[C:13]3[C:9]=2[N:10]([CH2:29][C@H:30]2[CH2:35][CH2:34][C@H:33]([CH3:36])[CH2:32][CH2:31]2)[C:11]([C:20]2[CH:25]=[C:24]([CH:26]([CH3:27])[CH3:28])[CH:23]=[CH:22][N:21]=2)=[N:12]3)[CH3:6])[CH2:2][CH2:3][CH2:4]1, predict the reactants needed to synthesize it. The reactants are: [CH:1]1([C@H:5]([NH:7][C:8]2[N:16]=[C:15]([C:17](=[O:19])[CH3:18])[N:14]=[C:13]3[C:9]=2[N:10]([CH2:29][C@H:30]2[CH2:35][CH2:34][C@H:33]([CH3:36])[CH2:32][CH2:31]2)[C:11]([C:20]2[CH:25]=[C:24]([CH:26]([CH3:28])[CH3:27])[CH:23]=[CH:22][N:21]=2)=[N:12]3)[CH3:6])[CH2:4][CH2:3][CH2:2]1.[BH4-].[Na+]. (5) Given the product [C:5]([O:9][C:10]([N:12]1[CH2:17][CH2:16][N:15]([C:18]2[CH:23]=[CH:22][C:21]([NH2:24])=[CH:20][C:19]=2[Cl:27])[CH2:14][CH2:13]1)=[O:11])([CH3:8])([CH3:6])[CH3:7], predict the reactants needed to synthesize it. The reactants are: C(O)(=O)C.[C:5]([O:9][C:10]([N:12]1[CH2:17][CH2:16][N:15]([C:18]2[CH:23]=[CH:22][C:21]([N+:24]([O-])=O)=[CH:20][C:19]=2[Cl:27])[CH2:14][CH2:13]1)=[O:11])([CH3:8])([CH3:7])[CH3:6].C(=O)([O-])O.[Na+]. (6) Given the product [Br:1][C:2]1[CH:3]=[C:4]2[C:8](=[CH:9][CH:10]=1)[N:7]([CH3:18])[C:6]([C:11]1[CH:16]=[CH:15][CH:14]=[CH:13][CH:12]=1)=[C:5]2[CH3:17], predict the reactants needed to synthesize it. The reactants are: [Br:1][C:2]1[CH:3]=[C:4]2[C:8](=[CH:9][CH:10]=1)[NH:7][C:6]([C:11]1[CH:16]=[CH:15][CH:14]=[CH:13][CH:12]=1)=[C:5]2[CH3:17].[CH3:18]I.